From a dataset of Forward reaction prediction with 1.9M reactions from USPTO patents (1976-2016). Predict the product of the given reaction. (1) Given the reactants C([Li])CCC.C(NC(C)C)(C)C.[N:13]1[CH:18]=[CH:17][CH:16]=[CH:15][N:14]=1.[CH2:19]([Sn:23](Cl)([CH2:28][CH2:29][CH2:30][CH3:31])[CH2:24][CH2:25][CH2:26][CH3:27])[CH2:20][CH2:21][CH3:22].[NH4+].[Cl-], predict the reaction product. The product is: [CH2:28]([Sn:23]([C:18]1[N:13]=[N:14][CH:15]=[CH:16][CH:17]=1)([CH2:19][CH2:20][CH2:21][CH3:22])[CH2:24][CH2:25][CH2:26][CH3:27])[CH2:29][CH2:30][CH3:31]. (2) Given the reactants [C:1]([N:8]1[CH2:15][CH2:14][CH2:13][C@H:9]1[C:10]([OH:12])=[O:11])([O:3][C:4]([CH3:7])([CH3:6])[CH3:5])=[O:2].C1(N=C=NC2CCCCC2)CCCCC1.[CH2:31]1[O:35][C@@H:34]2[C@H:36]([O:39][N+:40]([O-:42])=[O:41])[CH2:37][O:38][C@@H:33]2[C@H:32]1O, predict the reaction product. The product is: [C:4]([O:3][C:1]([N:8]1[CH2:15][CH2:14][CH2:13][C@H:9]1[C:10]([O:12][C@H:32]1[CH2:31][O:35][C@H:34]2[C@H:33]1[O:38][CH2:37][C@H:36]2[O:39][N+:40]([O-:42])=[O:41])=[O:11])=[O:2])([CH3:7])([CH3:6])[CH3:5]. (3) Given the reactants C[Si]([C:5]#[C:6][C:7]1[CH:12]=[CH:11][C:10]([CH2:13][C:14]([NH:16][NH:17][C:18]([O:20][C:21]([CH3:24])([CH3:23])[CH3:22])=[O:19])=[O:15])=[CH:9][CH:8]=1)(C)C.[F-].C([N+](CCCC)(CCCC)CCCC)CCC, predict the reaction product. The product is: [C:6]([C:7]1[CH:12]=[CH:11][C:10]([CH2:13][C:14]([NH:16][NH:17][C:18]([O:20][C:21]([CH3:24])([CH3:23])[CH3:22])=[O:19])=[O:15])=[CH:9][CH:8]=1)#[CH:5]. (4) Given the reactants [C:1]([C:3]1[CH:34]=[CH:33][C:6]([CH2:7][N:8]([CH:22]2[CH2:27][CH2:26][N:25]([CH2:28][CH2:29][CH:30]([CH3:32])[CH3:31])[CH2:24][CH2:23]2)[C:9]([C:11]2[CH:16]=[CH:15][C:14]([CH2:17][CH2:18][CH2:19][CH2:20][CH3:21])=[CH:13][N:12]=2)=[O:10])=[CH:5][CH:4]=1)#[N:2].Cl.[NH2:36][OH:37].C(=O)([O-])O.[Na+], predict the reaction product. The product is: [OH:37][NH:36][C:1]([C:3]1[CH:4]=[CH:5][C:6]([CH2:7][N:8]([CH:22]2[CH2:23][CH2:24][N:25]([CH2:28][CH2:29][CH:30]([CH3:31])[CH3:32])[CH2:26][CH2:27]2)[C:9]([C:11]2[CH:16]=[CH:15][C:14]([CH2:17][CH2:18][CH2:19][CH2:20][CH3:21])=[CH:13][N:12]=2)=[O:10])=[CH:33][CH:34]=1)=[NH:2].